From a dataset of Full USPTO retrosynthesis dataset with 1.9M reactions from patents (1976-2016). Predict the reactants needed to synthesize the given product. (1) Given the product [Cl:27][C:25]1[CH:24]=[CH:23][C:21]2[N:22]3[C:16]([CH2:17][N:18]([CH3:28])[CH2:19][C:20]=2[CH:26]=1)=[N:15][N:14]=[C:13]3[C@H:10]1[CH2:9][CH2:8][C@H:7]([O:6][CH:3]2[CH2:4][O:5][CH2:2]2)[CH2:12][CH2:11]1, predict the reactants needed to synthesize it. The reactants are: Cl[CH2:2][CH:3]([O:6][C@H:7]1[CH2:12][CH2:11][C@H:10]([C:13]2[N:22]3[C:16]([CH2:17][N:18]([CH3:28])[CH2:19][C:20]4[CH:26]=[C:25]([Cl:27])[CH:24]=[CH:23][C:21]=43)=[N:15][N:14]=2)[CH2:9][CH2:8]1)[CH2:4][OH:5].CC(C)([O-])C.[K+]. (2) The reactants are: [Cl:1][C:2]1[CH:11]=[CH:10][CH:9]=[C:8]2[C:3]=1[C:4](=[O:30])[N:5]([C:23]1[CH:28]=[CH:27][CH:26]=[CH:25][C:24]=1[F:29])[C:6]([C@@H:12]([NH:15]C(=O)OC(C)(C)C)[CH2:13][CH3:14])=[N:7]2.Cl. Given the product [NH2:15][C@H:12]([C:6]1[N:5]([C:23]2[CH:28]=[CH:27][CH:26]=[CH:25][C:24]=2[F:29])[C:4](=[O:30])[C:3]2[C:8](=[CH:9][CH:10]=[CH:11][C:2]=2[Cl:1])[N:7]=1)[CH2:13][CH3:14], predict the reactants needed to synthesize it. (3) Given the product [CH3:29][O:28][C:26]([N:11]1[CH2:12][C@H:13]([S:15]([C:18]2[CH:23]=[CH:22][CH:21]=[CH:20][C:19]=2[Cl:24])(=[O:17])=[O:16])[CH2:14][C@H:10]1[C:8](=[O:9])[NH:7][C:4]1([C:2]#[N:3])[CH2:6][CH2:5]1)=[O:27], predict the reactants needed to synthesize it. The reactants are: Cl.[C:2]([C:4]1([NH:7][C:8]([C@@H:10]2[CH2:14][C@@H:13]([S:15]([C:18]3[CH:23]=[CH:22][CH:21]=[CH:20][C:19]=3[Cl:24])(=[O:17])=[O:16])[CH2:12][NH:11]2)=[O:9])[CH2:6][CH2:5]1)#[N:3].Cl[C:26]([O:28][CH3:29])=[O:27]. (4) The reactants are: CC1(C)[O:6][C@@H:5]([CH2:7][O:8][NH:9][C:10]([C:12]2[O:20][C:19]3[CH:18]=[CH:17][N:16]=[CH:15][C:14]=3[C:13]=2[NH:21][C:22]2[C:27]([F:28])=[CH:26][C:25]([I:29])=[CH:24][C:23]=2[F:30])=[O:11])[CH2:4][O:3]1. Given the product [OH:6][C@H:5]([CH2:4][OH:3])[CH2:7][O:8][NH:9][C:10]([C:12]1[O:20][C:19]2[CH:18]=[CH:17][N:16]=[CH:15][C:14]=2[C:13]=1[NH:21][C:22]1[C:23]([F:30])=[CH:24][C:25]([I:29])=[CH:26][C:27]=1[F:28])=[O:11], predict the reactants needed to synthesize it. (5) Given the product [CH:15]1([C:13]2[NH:12][C:11]3[C:10]([F:18])=[C:9]([C:19]4[C:20]([CH3:25])=[N:21][O:22][C:23]=4[CH3:24])[CH:8]=[C:3]([C:4]([O:6][CH3:7])=[O:5])[C:2]=3[N:1]=2)[CH2:17][CH2:16]1, predict the reactants needed to synthesize it. The reactants are: [NH2:1][C:2]1[C:11]([NH:12][C:13]([CH:15]2[CH2:17][CH2:16]2)=O)=[C:10]([F:18])[C:9]([C:19]2[C:20]([CH3:25])=[N:21][O:22][C:23]=2[CH3:24])=[CH:8][C:3]=1[C:4]([O:6][CH3:7])=[O:5]. (6) Given the product [C:39]([O:38][C:36](=[O:37])[CH2:35][O:26][C:24]1[CH:23]=[CH:22][C:20]2[S:21][C:17]([C:15](=[O:16])[NH:14][C:9]3[CH:10]=[CH:11][CH:12]=[CH:13][C:8]=3[NH:7][C:6]([O:5][C:1]([CH3:4])([CH3:2])[CH3:3])=[O:27])=[CH:18][C:19]=2[CH:25]=1)([CH3:42])([CH3:41])[CH3:40], predict the reactants needed to synthesize it. The reactants are: [C:1]([O:5][C:6](=[O:27])[NH:7][C:8]1[CH:13]=[CH:12][CH:11]=[CH:10][C:9]=1[NH:14][C:15]([C:17]1[S:21][C:20]2[CH:22]=[CH:23][C:24]([OH:26])=[CH:25][C:19]=2[CH:18]=1)=[O:16])([CH3:4])([CH3:3])[CH3:2].C(=O)([O-])[O-].[K+].[K+].Cl[CH2:35][C:36]([O:38][C:39]([CH3:42])([CH3:41])[CH3:40])=[O:37].[Cl-].[NH4+]. (7) Given the product [Cl:14][C:10]1[CH:9]=[C:8]([C:6](=[O:7])[CH2:5][CH2:4][CH2:3][CH2:2][N:15]2[CH2:20][CH2:19][CH:18]([C:21]3[CH:22]=[C:23]([NH:27][C:28](=[O:31])[CH2:29][CH3:30])[CH:24]=[CH:25][CH:26]=3)[CH2:17][CH2:16]2)[CH:13]=[CH:12][CH:11]=1, predict the reactants needed to synthesize it. The reactants are: Cl[CH2:2][CH2:3][CH2:4][CH2:5][C:6]([C:8]1[CH:13]=[CH:12][CH:11]=[C:10]([Cl:14])[CH:9]=1)=[O:7].[NH:15]1[CH2:20][CH2:19][CH:18]([C:21]2[CH:22]=[C:23]([NH:27][C:28](=[O:31])[CH2:29][CH3:30])[CH:24]=[CH:25][CH:26]=2)[CH2:17][CH2:16]1. (8) The reactants are: [C:1]1([C@@H:7]2[O:9][C@H:8]2[CH2:10][OH:11])[CH:6]=[CH:5][CH:4]=[CH:3][CH:2]=1.[NH4+:12].[OH-]. Given the product [NH2:12][C@H:7]([C:1]1[CH:6]=[CH:5][CH:4]=[CH:3][CH:2]=1)[C@@H:8]([OH:9])[CH2:10][OH:11], predict the reactants needed to synthesize it. (9) Given the product [N+:21]([C:20]1[C:11]([O:9][C:3]2[CH:8]=[CH:7][CH:6]=[CH:5][CH:4]=2)=[N:12][C:13]2[CH2:14][CH2:15][CH2:16][CH2:17][C:18]=2[C:19]=1[NH:24][CH2:25][CH2:26][O:27][CH2:28][CH2:29][CH2:30][C:31]1[CH:32]=[N:33][CH:34]=[CH:35][CH:36]=1)([O-:23])=[O:22], predict the reactants needed to synthesize it. The reactants are: [H-].[Na+].[C:3]1([OH:9])[CH:8]=[CH:7][CH:6]=[CH:5][CH:4]=1.Cl[C:11]1[C:20]([N+:21]([O-:23])=[O:22])=[C:19]([NH:24][CH2:25][CH2:26][O:27][CH2:28][CH2:29][CH2:30][C:31]2[CH:32]=[N:33][CH:34]=[CH:35][CH:36]=2)[C:18]2[CH2:17][CH2:16][CH2:15][CH2:14][C:13]=2[N:12]=1.